Task: Regression. Given a peptide amino acid sequence and an MHC pseudo amino acid sequence, predict their binding affinity value. This is MHC class I binding data.. Dataset: Peptide-MHC class I binding affinity with 185,985 pairs from IEDB/IMGT (1) The binding affinity (normalized) is 0.290. The peptide sequence is AMNLIANIF. The MHC is HLA-A26:01 with pseudo-sequence HLA-A26:01. (2) The peptide sequence is HEFVDEFYAY. The MHC is HLA-B40:01 with pseudo-sequence HLA-B40:01. The binding affinity (normalized) is 0.378. (3) The peptide sequence is AFDLSHFLK. The MHC is HLA-B18:01 with pseudo-sequence HLA-B18:01. The binding affinity (normalized) is 0.103. (4) The peptide sequence is QQYAGWSAL. The MHC is HLA-A26:01 with pseudo-sequence HLA-A26:01. The binding affinity (normalized) is 0.0847. (5) The peptide sequence is AGFTAGLTY. The MHC is HLA-A26:01 with pseudo-sequence HLA-A26:01. The binding affinity (normalized) is 0.